Dataset: Full USPTO retrosynthesis dataset with 1.9M reactions from patents (1976-2016). Task: Predict the reactants needed to synthesize the given product. (1) Given the product [ClH:20].[CH3:17][S:14]([N:11]1[CH2:12][CH2:13][NH:8][CH2:9][C:10]1([CH3:19])[CH3:18])(=[O:15])=[O:16], predict the reactants needed to synthesize it. The reactants are: C(OC([N:8]1[CH2:13][CH2:12][N:11]([S:14]([CH3:17])(=[O:16])=[O:15])[C:10]([CH3:19])([CH3:18])[CH2:9]1)=O)(C)(C)C.[ClH:20]. (2) Given the product [F:1][C:2]([C:9]1[CH:10]=[CH:11][C:12]([O:13][C:14]2[CH:19]=[N:18][CH:17]=[C:16]3[S:20][C:21]([C:23]([NH:25][CH3:26])=[O:24])=[CH:22][C:15]=23)=[CH:27][CH:28]=1)([F:8])[CH2:3][OH:4], predict the reactants needed to synthesize it. The reactants are: [F:1][C:2]([C:9]1[CH:28]=[CH:27][C:12]([O:13][C:14]2[CH:19]=[N:18][CH:17]=[C:16]3[S:20][C:21]([C:23]([NH:25][CH3:26])=[O:24])=[CH:22][C:15]=23)=[CH:11][CH:10]=1)([F:8])[C:3](OCC)=[O:4].[BH4-].[Na+]. (3) Given the product [NH2:23][CH:20]1[CH2:21][CH2:22][N:17]([CH2:16][CH2:15][N:10]2[C:9]3[CH:31]=[C:5]([S:2]([CH3:1])(=[O:4])=[O:3])[CH:6]=[CH:7][C:8]=3[O:13][CH2:12][C:11]2=[O:14])[CH2:18][CH2:19]1, predict the reactants needed to synthesize it. The reactants are: [CH3:1][S:2]([C:5]1[CH:6]=[CH:7][C:8]2[O:13][CH2:12][C:11](=[O:14])[N:10]([CH2:15][CH2:16][N:17]3[CH2:22][CH2:21][CH:20]([NH:23]C(=O)OC(C)(C)C)[CH2:19][CH2:18]3)[C:9]=2[CH:31]=1)(=[O:4])=[O:3].NC1CCN(CCN2C3C(=CC=C(C#N)C=3)C=CC2=O)CC1. (4) Given the product [NH:34]1[C:35]2[C:40](=[CH:39][CH:38]=[CH:37][CH:36]=2)[C:32]([C:29]2[CH2:30][CH2:31][N:26]([CH2:12][CH:13]3[O:25][C:24]4[C:20]5=[CH:21][O:22][N:23]=[C:19]5[CH:18]=[CH:17][C:16]=4[O:15][CH2:14]3)[CH2:27][CH:28]=2)=[CH:33]1, predict the reactants needed to synthesize it. The reactants are: CC1C=CC(S(O[CH2:12][C@@H:13]2[O:25][C:24]3[C:20]4=[CH:21][O:22][N:23]=[C:19]4[CH:18]=[CH:17][C:16]=3[O:15][CH2:14]2)(=O)=O)=CC=1.[NH:26]1[CH2:31][CH:30]=[C:29]([C:32]2[C:40]3[C:35](=[CH:36][CH:37]=[CH:38][CH:39]=3)[NH:34][CH:33]=2)[CH2:28][CH2:27]1. (5) The reactants are: C(NC(C)C)(C)C.C([Li])CCC.[C:13]([O:16][CH3:17])(=[O:15])[CH3:14].[C:18]1(=[N:22][S:23]([C:25]([CH3:28])([CH3:27])[CH3:26])=[O:24])[CH2:21][CH2:20][CH2:19]1. Given the product [CH3:27][C:25]([CH3:28])([S:23]([NH:22][C:18]1([CH2:14][C:13]([O:16][CH3:17])=[O:15])[CH2:21][CH2:20][CH2:19]1)=[O:24])[CH3:26], predict the reactants needed to synthesize it. (6) The reactants are: [Cl:1][C:2]1[CH:23]=[CH:22][C:5]([CH2:6][N:7]2[C:15]3[C:10](=[CH:11][C:12]([N:16]([CH2:19][CH3:20])[CH2:17][CH3:18])=[CH:13][CH:14]=3)[CH:9]=[C:8]2[CH3:21])=[CH:4][CH:3]=1.[C:24](Cl)(=[O:28])[C:25](Cl)=[O:26].C[O:31]C1C=C(N)C=CN=1.C(N(CC)CC)C. Given the product [Cl:1][C:2]1[CH:23]=[CH:22][C:5]([CH2:6][N:7]2[C:15]3[C:10](=[CH:11][C:12]([N:16]([CH2:17][CH3:18])[CH2:19][CH3:20])=[CH:13][CH:14]=3)[C:9]([C:24](=[O:28])[C:25]([OH:31])=[O:26])=[C:8]2[CH3:21])=[CH:4][CH:3]=1, predict the reactants needed to synthesize it.